Dataset: Tyrosyl-DNA phosphodiesterase HTS with 341,365 compounds. Task: Binary Classification. Given a drug SMILES string, predict its activity (active/inactive) in a high-throughput screening assay against a specified biological target. (1) The drug is s1c2nc(SCC(=O)Nc3noc(c3)C)n(c(=O)c2cc1CC)CC=C. The result is 0 (inactive). (2) The molecule is Clc1cc(F)c(S(=O)(=O)Nc2cc3OCOc3cc2)cc1. The result is 0 (inactive).